From a dataset of Full USPTO retrosynthesis dataset with 1.9M reactions from patents (1976-2016). Predict the reactants needed to synthesize the given product. (1) Given the product [Br:1][C:2]1([O:13][CH3:14])[CH:7]=[CH:6][C:5]([NH2:8])=[C:4]([O:11][CH3:12])[CH2:3]1, predict the reactants needed to synthesize it. The reactants are: [Br:1][C:2]1([O:13][CH3:14])[CH:7]=[CH:6][C:5]([N+:8]([O-])=O)=[C:4]([O:11][CH3:12])[CH2:3]1. (2) Given the product [CH2:17]([C:5]1([CH2:13][CH2:14][CH2:2][CH2:3][CH2:4][CH3:12])[C:4]2[CH:3]=[C:2]([I:1])[CH:14]=[CH:13][C:12]=2[C:11]2[C:6]1=[CH:7][C:8]([I:15])=[CH:9][CH:10]=2)[CH2:18][CH2:19][CH2:20][CH2:21][CH3:22], predict the reactants needed to synthesize it. The reactants are: [I:1][C:2]1[CH:14]=[CH:13][C:12]2[C:11]3[C:6](=[CH:7][C:8]([I:15])=[CH:9][CH:10]=3)[CH2:5][C:4]=2[CH:3]=1.I[CH2:17][CH2:18][CH2:19][CH2:20][CH2:21][CH3:22].[OH-].[K+].